This data is from Full USPTO retrosynthesis dataset with 1.9M reactions from patents (1976-2016). The task is: Predict the reactants needed to synthesize the given product. (1) Given the product [CH2:24]([N:17]1[C:18]2[C:19](=[N:20][CH:21]=[CH:22][CH:23]=2)[C:15]([C:13]2[CH:12]=[N:11][N:10]([C:2]3[N:1]([CH3:28])[C:5]4[CH:6]=[CH:7][CH:8]=[CH:9][C:4]=4[N:3]=3)[CH:14]=2)=[N:16]1)[CH3:25], predict the reactants needed to synthesize it. The reactants are: [NH:1]1[C:5]2[CH:6]=[CH:7][CH:8]=[CH:9][C:4]=2[N:3]=[C:2]1[N:10]1[CH:14]=[C:13]([C:15]2[C:19]3=[N:20][CH:21]=[CH:22][CH:23]=[C:18]3[N:17]([CH2:24][CH3:25])[N:16]=2)[CH:12]=[N:11]1.CI.[C:28]([O-])([O-])=O.[Cs+].[Cs+].O. (2) The reactants are: [S:1]1[C:5]2[CH:6]=[CH:7][CH:8]=[CH:9][C:4]=2[N:3]=[C:2]1[O:10][C:11]1[CH:19]=[CH:18][C:14]([C:15](O)=[O:16])=[C:13]([F:20])[CH:12]=1.CCN(CC)CC.C(OC(Cl)=O)C(C)C.[BH4-].[Na+]. Given the product [S:1]1[C:5]2[CH:6]=[CH:7][CH:8]=[CH:9][C:4]=2[N:3]=[C:2]1[O:10][C:11]1[CH:19]=[CH:18][C:14]([CH2:15][OH:16])=[C:13]([F:20])[CH:12]=1, predict the reactants needed to synthesize it.